From a dataset of Reaction yield outcomes from USPTO patents with 853,638 reactions. Predict the reaction yield, written as a fraction of the theoretical maximum amount of product (1.0 means a 100% yield; for example, 0.34 means a 34% yield). (1) The reactants are [CH3:1][O:2][C:3]1[CH:8]=[CH:7][C:6]([S:9]([CH2:12][CH2:13][O:14][CH:15]2[CH2:20][CH2:19][CH2:18][CH2:17][O:16]2)(=[O:11])=[O:10])=[CH:5][C:4]=1B1OC(C)(C)C(C)(C)O1.Br[C:31]1[C:40]2[C:35](=[CH:36][CH:37]=[C:38]([C:41]3[CH:42]=[N:43][N:44]([CH3:46])[CH:45]=3)[CH:39]=2)[C:34](=[O:47])[N:33]([CH3:48])[CH:32]=1.C(O[K])(C)=O.CC(=O)OCC. The catalyst is O1CCOCC1.C1C=CC(P(C2C=CC=CC=2)[C-]2C=CC=C2)=CC=1.C1C=CC(P(C2C=CC=CC=2)[C-]2C=CC=C2)=CC=1.Cl[Pd]Cl.[Fe+2]. The product is [CH3:1][O:2][C:3]1[CH:8]=[CH:7][C:6]([S:9]([CH2:12][CH2:13][O:14][CH:15]2[CH2:20][CH2:19][CH2:18][CH2:17][O:16]2)(=[O:10])=[O:11])=[CH:5][C:4]=1[C:31]1[C:40]2[C:35](=[CH:36][CH:37]=[C:38]([C:41]3[CH:42]=[N:43][N:44]([CH3:46])[CH:45]=3)[CH:39]=2)[C:34](=[O:47])[N:33]([CH3:48])[CH:32]=1. The yield is 0.236. (2) The reactants are [OH:1][CH2:2][CH2:3][NH:4][S:5]([C:8]1[CH:13]=[CH:12][C:11](B(O)O)=[CH:10][CH:9]=1)(=[O:7])=[O:6].Br[C:18]1[CH:23]=[CH:22][C:21]([O:24][CH2:25][CH:26]2[CH2:31][CH2:30][N:29]([C:32]3[O:36][N:35]=[C:34]([CH:37]([CH3:39])[CH3:38])[N:33]=3)[CH2:28][CH2:27]2)=[CH:20][CH:19]=1.C([O-])([O-])=O.[Na+].[Na+]. The catalyst is Cl[Pd](Cl)([P](C1C=CC=CC=1)(C1C=CC=CC=1)C1C=CC=CC=1)[P](C1C=CC=CC=1)(C1C=CC=CC=1)C1C=CC=CC=1.COCCOC. The product is [OH:1][CH2:2][CH2:3][NH:4][S:5]([C:8]1[CH:13]=[CH:12][C:11]([C:18]2[CH:19]=[CH:20][C:21]([O:24][CH2:25][CH:26]3[CH2:31][CH2:30][N:29]([C:32]4[O:36][N:35]=[C:34]([CH:37]([CH3:39])[CH3:38])[N:33]=4)[CH2:28][CH2:27]3)=[CH:22][CH:23]=2)=[CH:10][CH:9]=1)(=[O:7])=[O:6]. The yield is 0.0200.